Dataset: Full USPTO retrosynthesis dataset with 1.9M reactions from patents (1976-2016). Task: Predict the reactants needed to synthesize the given product. (1) Given the product [C:13]1(=[C:5]2[CH2:6][CH2:7][CH2:8][C:11](=[C:1]3[C:10]4[C:5](=[CH:6][CH:7]=[CH:8][CH:9]=4)[CH:4]=[CH:3][CH2:2]3)[C:4]2=[O:20])[C:18]2[C:17](=[CH:10][CH:1]=[CH:2][CH:3]=2)[CH:16]=[CH:15][CH2:14]1, predict the reactants needed to synthesize it. The reactants are: [C:1]1([CH:11]=O)[C:10]2[C:5](=[CH:6][CH:7]=[CH:8][CH:9]=2)[CH:4]=[CH:3][CH:2]=1.[C:13]1(=O)[CH2:18][CH2:17][CH2:16][CH2:15][CH2:14]1.[OH-:20].[Na+]. (2) Given the product [CH2:6]([CH:5]([CH2:8][CH3:9])[CH2:4][C:3]([OH:10])=[O:2])[CH3:7], predict the reactants needed to synthesize it. The reactants are: C[O:2][C:3](=[O:10])[CH:4]=[C:5]([CH2:8][CH3:9])[CH2:6][CH3:7]. (3) The reactants are: [CH3:1]I.[Br:3][C:4]1[CH:5]=[CH:6][C:7](=[O:10])[NH:8][CH:9]=1. Given the product [Br:3][C:4]1[CH:5]=[CH:6][C:7]([O:10][CH3:1])=[N:8][CH:9]=1, predict the reactants needed to synthesize it. (4) Given the product [CH3:23][Si:2]([CH3:12])([CH3:1])[O:3][Si:4]([CH3:11])([CH3:10])[O:5][Si:6]([CH3:9])([CH3:8])[O:7][Si:19]([CH3:21])([CH3:20])[O:18][C:13](=[O:17])[C:14]([CH3:16])=[CH2:15], predict the reactants needed to synthesize it. The reactants are: [CH3:1][Si:2]1([CH3:12])[O:7][Si:6]([CH3:9])([CH3:8])[O:5][Si:4]([CH3:11])([CH3:10])[O:3]1.[C:13]([O:18][Si:19](C)([CH3:21])[CH3:20])(=[O:17])[C:14]([CH3:16])=[CH2:15].[CH3:23]OC1C=CC(O)=CC=1.C(N(CC)CC)C. (5) Given the product [OH:12][C:7]1[CH:8]=[CH:9][CH:10]=[C:11]2[C:6]=1[N:5]=[C:4]([CH3:13])[N:3]=[CH:2]2, predict the reactants needed to synthesize it. The reactants are: Cl[C:2]1[C:11]2[C:6](=[C:7]([OH:12])[CH:8]=[CH:9][CH:10]=2)[N:5]=[C:4]([CH3:13])[N:3]=1.I. (6) Given the product [CH3:27][O:28][CH2:29][O:1][CH:2]1[CH2:3][CH2:4][C:5]([C:8]([O:10][CH2:11][CH3:12])=[O:9])([C:13]([O:15][CH2:16][CH3:17])=[O:14])[CH2:6][CH2:7]1, predict the reactants needed to synthesize it. The reactants are: [OH:1][CH:2]1[CH2:7][CH2:6][C:5]([C:13]([O:15][CH2:16][CH3:17])=[O:14])([C:8]([O:10][CH2:11][CH3:12])=[O:9])[CH2:4][CH2:3]1.C(N(C(C)C)CC)(C)C.[CH3:27][O:28][CH2:29]Cl. (7) Given the product [F:1][C:2]1[CH:7]=[CH:6][CH:5]=[CH:4][C:3]=1[C:8]1[CH:13]=[CH:12][C:11]([CH2:14][C:15]([OH:17])=[O:16])=[CH:10][CH:9]=1, predict the reactants needed to synthesize it. The reactants are: [F:1][C:2]1[CH:7]=[CH:6][CH:5]=[CH:4][C:3]=1[C:8]1[CH:13]=[CH:12][C:11]([CH2:14][C:15]([O:17]C)=[O:16])=[CH:10][CH:9]=1.[OH-].[K+]. (8) Given the product [OH:1][C:2]1[CH:3]=[CH:4][C:5]([CH2:8][CH2:9][CH2:10][C:11]([O:13][CH2:20][C:21]2[CH:26]=[CH:25][CH:24]=[CH:23][CH:22]=2)=[O:12])=[CH:6][CH:7]=1, predict the reactants needed to synthesize it. The reactants are: [OH:1][C:2]1[CH:7]=[CH:6][C:5]([CH2:8][CH2:9][CH2:10][C:11]([OH:13])=[O:12])=[CH:4][CH:3]=1.C(=O)([O-])[O-].[K+].[K+].[CH2:20](Br)[C:21]1[CH:26]=[CH:25][CH:24]=[CH:23][CH:22]=1. (9) Given the product [F:9][C:10]1[CH:11]=[C:12]([CH:42]=[CH:43][CH:44]=1)[CH2:13][O:14][C:15]1[CH:16]=[CH:17][C:18]([O:19][CH:20]2[CH2:25][CH2:24][N:23]([C:26]([O:28][CH:29]3[CH2:34][CH:33]([CH2:35][OH:36])[CH2:32][NH:31][CH2:30]3)=[O:27])[CH2:22][CH2:21]2)=[CH:40][CH:41]=1, predict the reactants needed to synthesize it. The reactants are: [OH-].[Na+].C(O)(=O)C(O)=O.[F:9][C:10]1[CH:11]=[C:12]([CH:42]=[CH:43][CH:44]=1)[CH2:13][O:14][C:15]1[CH:41]=[CH:40][C:18]([O:19][CH:20]2[CH2:25][CH2:24][N:23]([C:26]([O:28][C:29]3[CH:30]=[N:31][CH:32]=[C:33]([CH2:35][O:36]C(=O)C)[CH:34]=3)=[O:27])[CH2:22][CH2:21]2)=[CH:17][CH:16]=1.Cl.